Dataset: hERG potassium channel inhibition data for cardiac toxicity prediction from Karim et al.. Task: Regression/Classification. Given a drug SMILES string, predict its toxicity properties. Task type varies by dataset: regression for continuous values (e.g., LD50, hERG inhibition percentage) or binary classification for toxic/non-toxic outcomes (e.g., AMES mutagenicity, cardiotoxicity, hepatotoxicity). Dataset: herg_karim. (1) The result is 1 (blocker). The drug is N#Cc1cnc(Nc2ccncn2)s1. (2) The compound is CCOC(=O)C1=C(CN2CCO[C@@H](CCC(=O)O)C2)NC(c2nccs2)=N[C@H]1c1ccc(F)cc1Br. The result is 0 (non-blocker). (3) The molecule is CNC(C)c1ccccc1Oc1ccc(Cl)c(Cl)c1. The result is 1 (blocker). (4) The molecule is CN(C)C(=O)C(c1ccc(-c2ccn3nccc3n2)cc1)C(N)C(=O)N1CCC(F)(F)C1. The result is 0 (non-blocker). (5) The compound is Fc1ccc2cc(CCN3CCNCC3)ccc2c1. The result is 1 (blocker). (6) The result is 1 (blocker). The molecule is CCC(CC(=O)NCC1CCCCC1)n1c(N)nc2cc(Cl)ccc21.